From a dataset of NCI-60 drug combinations with 297,098 pairs across 59 cell lines. Regression. Given two drug SMILES strings and cell line genomic features, predict the synergy score measuring deviation from expected non-interaction effect. Drug 1: COC1=CC(=CC(=C1O)OC)C2C3C(COC3=O)C(C4=CC5=C(C=C24)OCO5)OC6C(C(C7C(O6)COC(O7)C8=CC=CS8)O)O. Drug 2: CC1=C(C(CCC1)(C)C)C=CC(=CC=CC(=CC(=O)O)C)C. Cell line: LOX IMVI. Synergy scores: CSS=45.2, Synergy_ZIP=4.08, Synergy_Bliss=2.34, Synergy_Loewe=-0.592, Synergy_HSA=6.01.